This data is from Reaction yield outcomes from USPTO patents with 853,638 reactions. The task is: Predict the reaction yield, written as a fraction of the theoretical maximum amount of product (1.0 means a 100% yield; for example, 0.34 means a 34% yield). (1) The reactants are [F:1][C:2]1[CH:20]=[C:19]([F:21])[CH:18]=[CH:17][C:3]=1[CH2:4][N:5]1[C:13]2[C:8](=[C:9]([N+:14]([O-])=O)[CH:10]=[CH:11][CH:12]=2)[CH:7]=[N:6]1.[Cl-].[NH4+]. The catalyst is [Fe].CCO.O. The product is [F:1][C:2]1[CH:20]=[C:19]([F:21])[CH:18]=[CH:17][C:3]=1[CH2:4][N:5]1[C:13]2[CH:12]=[CH:11][CH:10]=[C:9]([NH2:14])[C:8]=2[CH:7]=[N:6]1. The yield is 0.750. (2) The reactants are [NH2:1][C:2]1[N:7]=[CH:6][N:5]=[C:4]2[N:8]([C@@H:30]3[CH2:35][CH2:34][CH2:33][N:32]([C:36](=[O:40])[CH2:37][C:38]#[N:39])[CH2:31]3)[N:9]=[C:10]([C:11]3[CH:16]=[CH:15][C:14]([NH:17][C:18](=[O:29])[C:19]4[CH:24]=[CH:23][C:22]([C:25]([F:28])([F:27])[F:26])=[CH:21][CH:20]=4)=[CH:13][CH:12]=3)[C:3]=12.[CH:41]1([CH:44]=O)[CH2:43][CH2:42]1.N1CCCCC1. The catalyst is CO. The product is [NH2:1][C:2]1[N:7]=[CH:6][N:5]=[C:4]2[N:8]([C@@H:30]3[CH2:35][CH2:34][CH2:33][N:32]([C:36](=[O:40])[C:37]([C:38]#[N:39])=[CH:44][CH:41]4[CH2:43][CH2:42]4)[CH2:31]3)[N:9]=[C:10]([C:11]3[CH:12]=[CH:13][C:14]([NH:17][C:18](=[O:29])[C:19]4[CH:20]=[CH:21][C:22]([C:25]([F:28])([F:27])[F:26])=[CH:23][CH:24]=4)=[CH:15][CH:16]=3)[C:3]=12. The yield is 0.600. (3) The reactants are [CH2:1]([O:5][CH2:6][C:7]1[CH:12]=[CH:11][C:10]([CH2:13]O)=[CH:9][CH:8]=1)[CH2:2][CH2:3][CH3:4].C1(P(C2C=CC=CC=2)C2C=CC=CC=2)C=CC=CC=1.C(Cl)(Cl)(Cl)[Cl:35]. No catalyst specified. The product is [CH2:1]([O:5][CH2:6][C:7]1[CH:12]=[CH:11][C:10]([CH2:13][Cl:35])=[CH:9][CH:8]=1)[CH2:2][CH2:3][CH3:4]. The yield is 0.860. (4) The reactants are C(O)(=O)C.[Br:5][C:6]1[CH:7]=[N:8][CH:9]=[CH:10][C:11]=1[CH:12]=O.[NH:14]1[CH2:18][CH2:17][CH2:16][CH2:15]1.[BH-](OC(C)=O)(OC(C)=O)OC(C)=O.[Na+]. The catalyst is ClCCCl.CCCCCC.C(OCC)(=O)C. The product is [Br:5][C:6]1[CH:7]=[N:8][CH:9]=[CH:10][C:11]=1[CH2:12][N:14]1[CH2:18][CH2:17][CH2:16][CH2:15]1. The yield is 0.982. (5) The reactants are [CH2:1]([N:3]1[C:7]([C:8]2[CH:9]=[N:10][CH:11]=[CH:12][CH:13]=2)=[N:6][N:5]=[C:4]1[S:14][CH2:15][C:16]([NH:18][C:19]1[CH:24]=[CH:23][C:22]([CH:25]([CH3:27])[CH3:26])=[CH:21][CH:20]=1)=O)[CH3:2].[H-].[Al+3].[Li+].[H-].[H-].[H-]. The catalyst is C1COCC1.O. The product is [CH2:1]([N:3]1[C:7]([C:8]2[CH:9]=[N:10][CH:11]=[CH:12][CH:13]=2)=[N:6][N:5]=[C:4]1[S:14][CH2:15][CH2:16][NH:18][C:19]1[CH:24]=[CH:23][C:22]([CH:25]([CH3:26])[CH3:27])=[CH:21][CH:20]=1)[CH3:2]. The yield is 0.560. (6) The reactants are [C:1]1([C:7](=[O:9])[CH3:8])[CH:6]=[CH:5][CH:4]=[CH:3][CH:2]=1.O. The catalyst is C(OCC)(=O)C. The product is [C:1]1([CH:7]([OH:9])[CH3:8])[CH:6]=[CH:5][CH:4]=[CH:3][CH:2]=1. The yield is 0.700. (7) The reactants are [CH3:1][S:2]([C:5]1[CH:6]=[C:7]([C:11]2[S:15][C:14]([C:16]3[N:20]([C:21]4[CH:26]=[CH:25][CH:24]=[CH:23][C:22]=4[C:27]([F:30])([F:29])[F:28])[N:19]=[C:18]([C:31]([OH:34])([CH3:33])[CH3:32])[CH:17]=3)=[CH:13][CH:12]=2)[CH:8]=[CH:9][CH:10]=1)(=[O:4])=[O:3].[Br:35]N1C(=O)CCC1=O. The catalyst is CC#N. The product is [Br:35][C:17]1[C:18]([C:31]([OH:34])([CH3:32])[CH3:33])=[N:19][N:20]([C:21]2[CH:26]=[CH:25][CH:24]=[CH:23][C:22]=2[C:27]([F:30])([F:28])[F:29])[C:16]=1[C:14]1[S:15][C:11]([C:7]2[CH:8]=[CH:9][CH:10]=[C:5]([S:2]([CH3:1])(=[O:4])=[O:3])[CH:6]=2)=[CH:12][CH:13]=1. The yield is 0.980.